This data is from Forward reaction prediction with 1.9M reactions from USPTO patents (1976-2016). The task is: Predict the product of the given reaction. (1) Given the reactants [CH3:1][O:2][C:3](=[O:27])[NH:4][CH:5]([C:10]([NH:12][N:13]=[CH:14][C:15]1[CH:20]=[CH:19][C:18]([C:21]2[CH:26]=[CH:25][CH:24]=[CH:23][N:22]=2)=[CH:17][CH:16]=1)=[O:11])[C:6]([CH3:9])([CH3:8])[CH3:7].C([BH3-])#N.[Na+], predict the reaction product. The product is: [CH3:1][O:2][C:3](=[O:27])[NH:4][CH:5]([C:10]([NH:12][NH:13][CH2:14][C:15]1[CH:20]=[CH:19][C:18]([C:21]2[CH:26]=[CH:25][CH:24]=[CH:23][N:22]=2)=[CH:17][CH:16]=1)=[O:11])[C:6]([CH3:9])([CH3:8])[CH3:7]. (2) Given the reactants I[C:2]1[N:3]=[C:4]([NH2:24])[C:5]2[N:6]=[C:7]([NH:20][CH2:21][CH2:22][CH3:23])[N:8]([C:18]=2[N:19]=1)[C@@H:9]1[O:17][C@H:14]([CH2:15][OH:16])[C@@H:12]([OH:13])[C@H:10]1[OH:11].[CH2:25]=[CH:26][CH2:27][CH2:28][CH2:29][CH3:30], predict the reaction product. The product is: [CH:25](/[C:2]1[N:3]=[C:4]([NH2:24])[C:5]2[N:6]=[C:7]([NH:20][CH2:21][CH2:22][CH3:23])[N:8]([C:18]=2[N:19]=1)[C@@H:9]1[O:17][C@H:14]([CH2:15][OH:16])[C@@H:12]([OH:13])[C@H:10]1[OH:11])=[CH:26]\[CH2:27][CH2:28][CH2:29][CH3:30]. (3) The product is: [OH:9][CH2:8][C:6]1[CH:5]=[C:4]([CH3:12])[N:3]=[C:2]([Cl:1])[N:7]=1. Given the reactants [Cl:1][C:2]1[N:7]=[C:6]([C:8](OC)=[O:9])[CH:5]=[C:4]([CH3:12])[N:3]=1.O.[BH4-].[Na+], predict the reaction product. (4) Given the reactants [Cl:1][C:2]1[C:3]([CH2:8][NH:9][C:10]([C@H:12]2[CH2:21][N:20]3[C@@H:15]([CH2:16][CH2:17][CH2:18][C:19]3=[O:22])[CH2:14][CH2:13]2)=O)=[N:4][CH:5]=[CH:6][N:7]=1.CN(C)C=O.O=P(Cl)(Cl)Cl.C(=O)(O)[O-].[Na+], predict the reaction product. The product is: [Cl:1][C:2]1[C:3]2[N:4]([C:10]([C@H:12]3[CH2:13][CH2:14][C@@H:15]4[N:20]([C:19](=[O:22])[CH2:18][CH2:17][CH2:16]4)[CH2:21]3)=[N:9][CH:8]=2)[CH:5]=[CH:6][N:7]=1. (5) Given the reactants [C:1]([C:3]1([C:14]2[CH:19]=[CH:18][CH:17]=[C:16]([O:20][CH3:21])[CH:15]=2)[CH2:8][C:7](C(OC)=O)=[C:6]([OH:13])[CH2:5][CH2:4]1)#[N:2].O, predict the reaction product. The product is: [CH3:21][O:20][C:16]1[CH:15]=[C:14]([C:3]2([C:1]#[N:2])[CH2:8][CH2:7][C:6](=[O:13])[CH2:5][CH2:4]2)[CH:19]=[CH:18][CH:17]=1. (6) Given the reactants [F:1][CH:2]([F:14])[N:3]1[C:11]2[C:6](=[CH:7][C:8]([C:12]#[N:13])=[CH:9][CH:10]=2)[CH:5]=[CH:4]1.N, predict the reaction product. The product is: [F:14][CH:2]([F:1])[N:3]1[C:11]2[C:6](=[CH:7][C:8]([CH2:12][NH2:13])=[CH:9][CH:10]=2)[CH:5]=[CH:4]1.